Dataset: Peptide-MHC class I binding affinity with 185,985 pairs from IEDB/IMGT. Task: Regression. Given a peptide amino acid sequence and an MHC pseudo amino acid sequence, predict their binding affinity value. This is MHC class I binding data. The peptide sequence is FMDPGIFPR. The MHC is HLA-B18:01 with pseudo-sequence HLA-B18:01. The binding affinity (normalized) is 0.0847.